This data is from Full USPTO retrosynthesis dataset with 1.9M reactions from patents (1976-2016). The task is: Predict the reactants needed to synthesize the given product. (1) Given the product [Br:25][C:22]1[CH:21]=[CH:20][N:19]2[C:24]([CH:23]=1)=[C:16]([C:14]([N:11]1[CH2:12][CH2:13][NH:8][CH2:9][CH2:10]1)=[O:15])[C:17]([CH2:32][C:33]1[CH:38]=[CH:37][CH:36]=[C:35]([F:39])[C:34]=1[CH3:40])=[C:18]2[C:26]1[CH:27]=[CH:28][CH:29]=[CH:30][CH:31]=1, predict the reactants needed to synthesize it. The reactants are: C(OC([N:8]1[CH2:13][CH2:12][N:11]([C:14]([C:16]2[C:17]([CH2:32][C:33]3[CH:38]=[CH:37][CH:36]=[C:35]([F:39])[C:34]=3[CH3:40])=[C:18]([C:26]3[CH:31]=[CH:30][CH:29]=[CH:28][CH:27]=3)[N:19]3[C:24]=2[CH:23]=[C:22]([Br:25])[CH:21]=[CH:20]3)=[O:15])[CH2:10][CH2:9]1)=O)(C)(C)C. (2) Given the product [Cl:1][C:2]1[CH:10]=[C:9]2[C:5]([CH:6]=[C:7]([C:11]([N:13]3[CH2:18][CH2:17][C:16]([F:20])([F:19])[CH2:15][CH2:14]3)=[O:12])[N:8]2[C:37]2[CH:36]=[CH:35][N:34]=[C:33]([Cl:32])[CH:38]=2)=[CH:4][C:3]=1[C:21]([N:23]1[CH2:24][CH2:25][N:26]([CH:29]([CH3:31])[CH3:30])[CH2:27][CH2:28]1)=[O:22], predict the reactants needed to synthesize it. The reactants are: [Cl:1][C:2]1[CH:10]=[C:9]2[C:5]([CH:6]=[C:7]([C:11]([N:13]3[CH2:18][CH2:17][C:16]([F:20])([F:19])[CH2:15][CH2:14]3)=[O:12])[NH:8]2)=[CH:4][C:3]=1[C:21]([N:23]1[CH2:28][CH2:27][N:26]([CH:29]([CH3:31])[CH3:30])[CH2:25][CH2:24]1)=[O:22].[Cl:32][C:33]1[CH:38]=[C:37](B(O)O)[CH:36]=[CH:35][N:34]=1.N1C=CC=CC=1. (3) Given the product [OH:26][C:18]1[CH:17]=[C:16]([NH:15][S:12]([C:4]2[CH:3]=[C:2]([C:27]3[CH:32]=[CH:31][CH:30]=[CH:29][CH:28]=3)[CH:7]=[C:6]([C:8]([F:11])([F:9])[F:10])[CH:5]=2)(=[O:13])=[O:14])[CH:25]=[CH:24][C:19]=1[C:20]([OH:22])=[O:21], predict the reactants needed to synthesize it. The reactants are: Br[C:2]1[CH:3]=[C:4]([S:12]([NH:15][C:16]2[CH:25]=[CH:24][C:19]([C:20]([O:22]C)=[O:21])=[C:18]([OH:26])[CH:17]=2)(=[O:14])=[O:13])[CH:5]=[C:6]([C:8]([F:11])([F:10])[F:9])[CH:7]=1.[C:27]1(B(O)O)[CH:32]=[CH:31][CH:30]=[CH:29][CH:28]=1.